From a dataset of Reaction yield outcomes from USPTO patents with 853,638 reactions. Predict the reaction yield, written as a fraction of the theoretical maximum amount of product (1.0 means a 100% yield; for example, 0.34 means a 34% yield). (1) The reactants are [CH3:1][NH:2][CH2:3][CH:4]1[CH2:8][C:7]2[CH:9]=[CH:10][CH:11]=[C:12]([C:13]3[C:18]([Cl:19])=[CH:17][C:16]([Cl:20])=[CH:15][C:14]=3[Cl:21])[C:6]=2[O:5]1.C(N(C(C)C)CC)(C)C.Cl[C:32]([O:34][CH2:35][C:36]1[CH:41]=[CH:40][CH:39]=[CH:38][CH:37]=1)=[O:33].C1(C2C3OC(CNC(=O)OCC4C=CC=CC=4)CC=3C=CC=2)CCCC1. No catalyst specified. The product is [CH3:1][N:2]([CH2:3][CH:4]1[CH2:8][C:7]2[CH:9]=[CH:10][CH:11]=[C:12]([C:13]3[C:14]([Cl:21])=[CH:15][C:16]([Cl:20])=[CH:17][C:18]=3[Cl:19])[C:6]=2[O:5]1)[C:32](=[O:33])[O:34][CH2:35][C:36]1[CH:41]=[CH:40][CH:39]=[CH:38][CH:37]=1. The yield is 0.990. (2) The yield is 0.767. The catalyst is C1COCC1. The product is [N:10]12[CH2:11][CH2:12][C:13]([C:18]([C:6]3[CH:5]=[CH:4][CH:3]=[C:2]([F:1])[CH:7]=3)([C:4]3[CH:5]=[CH:6][CH:7]=[C:2]([F:1])[CH:3]=3)[OH:20])([CH2:14][CH2:15]1)[CH2:16][CH2:17]2. The reactants are [F:1][C:2]1[CH:3]=[C:4]([Mg]Br)[CH:5]=[CH:6][CH:7]=1.[N:10]12[CH2:17][CH2:16][C:13]([C:18]([O:20]CC)=O)([CH2:14][CH2:15]1)[CH2:12][CH2:11]2. (3) The yield is 0.750. The product is [F:25][C:26]1[CH:47]=[CH:46][C:29]([CH2:30][N:31]2[CH2:35][CH2:34][N:33]([C:36]3[S:40][C:39]([C:41]([NH:55][CH2:54][C:53]4[N:49]([CH3:48])[CH:50]=[N:51][CH:52]=4)=[O:42])=[C:38]([CH3:44])[CH:37]=3)[C:32]2=[O:45])=[CH:28][CH:27]=1. The reactants are CC1C=C(N2CCN(CCOC3C=CC=CC=3)C2=O)SC=1C(O)=O.[F:25][C:26]1[CH:47]=[CH:46][C:29]([CH2:30][N:31]2[CH2:35][CH2:34][N:33]([C:36]3[S:40][C:39]([C:41](O)=[O:42])=[C:38]([CH3:44])[CH:37]=3)[C:32]2=[O:45])=[CH:28][CH:27]=1.[CH3:48][N:49]1[C:53]([CH2:54][NH2:55])=[CH:52][N:51]=[CH:50]1. No catalyst specified. (4) The reactants are [C:1]1([CH:7]([C:30]2[CH:35]=[CH:34][CH:33]=[CH:32][CH:31]=2)[N:8]2[C:16]3[C:11](=[CH:12][CH:13]=[CH:14][CH:15]=3)[C:10](O)([C:17]3[CH:26]=[C:25]4[C:20]([CH2:21][CH2:22][CH2:23][O:24]4)=[CH:19][C:18]=3[OH:27])[C:9]2=[O:29])[CH:6]=[CH:5][CH:4]=[CH:3][CH:2]=1.C([SiH](CC)CC)C.FC(F)(F)C(O)=O. The catalyst is ClCCl. The product is [C:30]1([CH:7]([C:1]2[CH:6]=[CH:5][CH:4]=[CH:3][CH:2]=2)[N:8]2[C:16]3[C:11](=[CH:12][CH:13]=[CH:14][CH:15]=3)[CH:10]([C:17]3[CH:26]=[C:25]4[C:20]([CH2:21][CH2:22][CH2:23][O:24]4)=[CH:19][C:18]=3[OH:27])[C:9]2=[O:29])[CH:31]=[CH:32][CH:33]=[CH:34][CH:35]=1. The yield is 0.900.